From a dataset of Full USPTO retrosynthesis dataset with 1.9M reactions from patents (1976-2016). Predict the reactants needed to synthesize the given product. Given the product [CH2:4]([NH:1][C:2]([NH:11][CH2:12][CH2:13][CH2:14][N:15]1[CH2:20][CH2:19][CH:18]([C:21]2[CH:22]=[C:23]([NH:27][C:28](=[O:32])[CH:29]([CH3:30])[CH3:31])[CH:24]=[CH:25][CH:26]=2)[CH2:17][CH2:16]1)=[O:3])[C:5]1[CH:10]=[CH:9][CH:8]=[CH:7][CH:6]=1, predict the reactants needed to synthesize it. The reactants are: [N:1]([CH2:4][C:5]1[CH:10]=[CH:9][CH:8]=[CH:7][CH:6]=1)=[C:2]=[O:3].[NH2:11][CH2:12][CH2:13][CH2:14][N:15]1[CH2:20][CH2:19][CH:18]([C:21]2[CH:22]=[C:23]([NH:27][C:28](=[O:32])[CH:29]([CH3:31])[CH3:30])[CH:24]=[CH:25][CH:26]=2)[CH2:17][CH2:16]1.